From a dataset of Forward reaction prediction with 1.9M reactions from USPTO patents (1976-2016). Predict the product of the given reaction. (1) Given the reactants [C:1](Cl)(=[O:3])[CH3:2].[CH3:5][C:6]1[CH:12]=[CH:11][C:10]([CH3:13])=[CH:9][C:7]=1[NH2:8].N1C=CC=CC=1, predict the reaction product. The product is: [CH3:5][C:6]1[CH:12]=[CH:11][C:10]([CH3:13])=[CH:9][C:7]=1[NH:8][C:1](=[O:3])[CH3:2]. (2) Given the reactants [CH2:1]([O:3][C:4](=[O:20])[C:5]([NH:7][C:8]1[C:9]([NH:14][CH:15]2[CH2:19][CH2:18][CH2:17][CH2:16]2)=[N:10][CH:11]=[CH:12][CH:13]=1)=O)[CH3:2], predict the reaction product. The product is: [CH:15]1([N:14]2[C:9]3=[N:10][CH:11]=[CH:12][CH:13]=[C:8]3[N:7]=[C:5]2[C:4]([O:3][CH2:1][CH3:2])=[O:20])[CH2:19][CH2:18][CH2:17][CH2:16]1.